From a dataset of TCR-epitope binding with 47,182 pairs between 192 epitopes and 23,139 TCRs. Binary Classification. Given a T-cell receptor sequence (or CDR3 region) and an epitope sequence, predict whether binding occurs between them. (1) The epitope is TPGPGVRYPL. The TCR CDR3 sequence is CASSQVLGASSYNEQFF. Result: 0 (the TCR does not bind to the epitope). (2) Result: 1 (the TCR binds to the epitope). The TCR CDR3 sequence is CASSLVGGTDEKLFF. The epitope is GILGFVFTL. (3) The epitope is GTSGSPIIDK. The TCR CDR3 sequence is CATSETVITGGGYNEQFF. Result: 0 (the TCR does not bind to the epitope). (4) The TCR CDR3 sequence is CASSQDPGGVNEQYF. The epitope is LLFNKVTLA. Result: 1 (the TCR binds to the epitope).